The task is: Predict the product of the given reaction.. This data is from Forward reaction prediction with 1.9M reactions from USPTO patents (1976-2016). (1) Given the reactants [CH:1]1([O:6][C:7]2[CH:8]=[C:9]([C:13]3[N:14]=[C:15]([CH2:18][O:19][C:20]4[CH:31]=[CH:30][C:23]([O:24][CH2:25][C:26]([O:28]C)=[O:27])=[C:22]([CH3:32])[CH:21]=4)[S:16][CH:17]=3)[CH:10]=[CH:11][CH:12]=2)[CH2:5][CH2:4][CH2:3][CH2:2]1.[Li+].[OH-].Cl.CCOC(C)=O, predict the reaction product. The product is: [CH:1]1([O:6][C:7]2[CH:8]=[C:9]([C:13]3[N:14]=[C:15]([CH2:18][O:19][C:20]4[CH:31]=[CH:30][C:23]([O:24][CH2:25][C:26]([OH:28])=[O:27])=[C:22]([CH3:32])[CH:21]=4)[S:16][CH:17]=3)[CH:10]=[CH:11][CH:12]=2)[CH2:2][CH2:3][CH2:4][CH2:5]1. (2) Given the reactants C(=O)([O-])[O-].[Cs+].[Cs+].[Br:7][C:8]1[CH:9]=[C:10]2[C:16]3([CH2:21][CH2:20][S:19][CH2:18][CH2:17]3)[C:15](=[O:22])[NH:14][C:11]2=[CH:12][CH:13]=1.Br[CH2:24][C:25]([O:27][CH2:28][CH3:29])=[O:26].O, predict the reaction product. The product is: [Br:7][C:8]1[CH:9]=[C:10]2[C:16]3([CH2:17][CH2:18][S:19][CH2:20][CH2:21]3)[C:15](=[O:22])[N:14]([CH2:24][C:25]([O:27][CH2:28][CH3:29])=[O:26])[C:11]2=[CH:12][CH:13]=1. (3) The product is: [Zn:23].[SH:4][CH:5]([CH2:1][CH2:2][SH:3])[CH2:6][CH2:7][CH2:8][CH2:9][C:10]([NH:22][CH:19]([CH3:21])[CH3:20])=[O:12]. Given the reactants [CH2:1]1[CH:5]([CH2:6][CH2:7][CH2:8][CH2:9][C:10]([OH:12])=O)[S:4][S:3][CH2:2]1.ClC(OCC)=O.[CH:19]([NH2:22])([CH3:21])[CH3:20].[Zn:23], predict the reaction product.